Task: Predict the reactants needed to synthesize the given product.. Dataset: Full USPTO retrosynthesis dataset with 1.9M reactions from patents (1976-2016) (1) Given the product [Cl:1][C:2]1[CH:7]=[C:6]([Cl:8])[CH:5]=[CH:4][C:3]=1[C:9]1[N:10]=[C:11](/[CH:18]=[CH:19]/[C:20]2[CH:21]=[CH:22][C:23]([O:26][CH3:27])=[CH:24][CH:25]=2)[N:12]([CH2:14][C:15]([NH:40][CH:29]([C:30]2[C:39]3[C:34](=[CH:35][CH:36]=[CH:37][CH:38]=3)[CH:33]=[CH:32][CH:31]=2)[CH3:28])=[O:17])[CH:13]=1, predict the reactants needed to synthesize it. The reactants are: [Cl:1][C:2]1[CH:7]=[C:6]([Cl:8])[CH:5]=[CH:4][C:3]=1[C:9]1[N:10]=[C:11](/[CH:18]=[CH:19]/[C:20]2[CH:25]=[CH:24][C:23]([O:26][CH3:27])=[CH:22][CH:21]=2)[N:12]([CH2:14][C:15]([OH:17])=O)[CH:13]=1.[CH3:28][CH:29]([NH2:40])[C:30]1[C:39]2[C:34](=[CH:35][CH:36]=[CH:37][CH:38]=2)[CH:33]=[CH:32][CH:31]=1. (2) Given the product [CH3:1][O:2][C:3]1[N:8]=[C:7]2[NH:9][N:10]=[CH:11][C:6]2=[CH:5][C:4]=1[NH:12][C:13]1[C:14]2[C:21]3[CH2:22][CH2:23][C@H:24]([C:26]([N:29]4[CH2:32][CH:31]([C:33]#[N:34])[CH2:30]4)=[O:27])[CH2:25][C:20]=3[S:19][C:15]=2[N:16]=[CH:17][N:18]=1, predict the reactants needed to synthesize it. The reactants are: [CH3:1][O:2][C:3]1[N:8]=[C:7]2[NH:9][N:10]=[CH:11][C:6]2=[CH:5][C:4]=1[NH:12][C:13]1[C:14]2[C:21]3[CH2:22][CH2:23][C@H:24]([C:26](O)=[O:27])[CH2:25][C:20]=3[S:19][C:15]=2[N:16]=[CH:17][N:18]=1.[NH:29]1[CH2:32][CH:31]([C:33]#[N:34])[CH2:30]1. (3) Given the product [CH3:18][C:19]1[C:27]2[CH2:26][O:25][C:24](=[O:28])[C:23]=2[CH:22]=[CH:21][C:20]=1[CH2:29][CH2:30][N:6]1[CH2:5][CH2:4][N:3]([CH2:8][CH2:9][C:10]2[N:15]=[CH:14][C:13]([C:16]#[N:17])=[CH:12][CH:11]=2)[C:2](=[O:1])[CH2:7]1, predict the reactants needed to synthesize it. The reactants are: [O:1]=[C:2]1[CH2:7][NH:6][CH2:5][CH2:4][N:3]1[CH2:8][CH2:9][C:10]1[N:15]=[CH:14][C:13]([C:16]#[N:17])=[CH:12][CH:11]=1.[CH3:18][C:19]1[C:27]2[CH2:26][O:25][C:24](=[O:28])[C:23]=2[CH:22]=[CH:21][C:20]=1[CH2:29][CH:30]=O.[BH-](OC(C)=O)(OC(C)=O)OC(C)=O.[Na+]. (4) Given the product [Si:15]([O:14][C@H:11]1[CH2:10][C@@H:9]([C:22](=[O:23])[NH:73][CH2:72][C:70]2[CH:69]=[CH:68][N:67]=[C:66]([C:63]3[CH:62]=[N:61][C:60]([C:59]([F:75])([F:74])[F:58])=[N:65][CH:64]=3)[CH:71]=2)[N:8]([C:6]([O:5][C:1]([CH3:3])([CH3:2])[CH3:4])=[O:7])[C@H:12]1[CH3:13])([C:18]([CH3:19])([CH3:20])[CH3:21])([CH3:16])[CH3:17], predict the reactants needed to synthesize it. The reactants are: [C:1]([O:5][C:6]([N:8]1[C@@H:12]([CH3:13])[C@@H:11]([O:14][Si:15]([C:18]([CH3:21])([CH3:20])[CH3:19])([CH3:17])[CH3:16])[CH2:10][C@H:9]1[C:22](O)=[O:23])=[O:7])([CH3:4])([CH3:3])[CH3:2].CN(C(ON1N=NC2C=CC=NC1=2)=[N+](C)C)C.F[P-](F)(F)(F)(F)F.CCN(C(C)C)C(C)C.[F:58][C:59]([F:75])([F:74])[C:60]1[N:65]=[CH:64][C:63]([C:66]2[CH:71]=[C:70]([CH2:72][NH2:73])[CH:69]=[CH:68][N:67]=2)=[CH:62][N:61]=1. (5) Given the product [OH:3][C:2]([CH:4]([C:6]1[CH:7]=[CH:8][C:9]([CH2:10][CH:11]([CH3:12])[CH3:13])=[CH:14][CH:15]=1)[CH3:5])=[O:1].[CH2:82]([OH:83])[C@H:52]1[O:53][C@@H:54]2[O:59][C@H:60]3[C@H:65]([OH:66])[C@@H:64]([OH:67])[C@@H:63]([O:68][C@H:69]4[C@H:75]([OH:76])[C@@H:74]([OH:77])[C@@H:72]([O:73][C@H:18]5[C@H:19]([OH:91])[C@@H:20]([OH:90])[C@@H:21]([O:23][C@H:24]6[C@H:29]([OH:30])[C@@H:28]([OH:31])[C@@H:27]([O:32][C@H:33]7[C@H:38]([OH:39])[C@@H:37]([OH:40])[C@@H:36]([O:41][C@H:42]8[C@H:47]([OH:48])[C@@H:46]([OH:49])[C@@H:45]([O:50][C@H:51]1[C@H:56]([OH:57])[C@H:55]2[OH:58])[O:44][C@@H:43]8[CH2:84][OH:85])[O:35][C@@H:34]7[CH2:86][OH:87])[O:26][C@@H:25]6[CH2:88][OH:89])[O:22][C@@H:17]5[CH2:16][OH:92])[O:71][C@@H:70]4[CH2:78][OH:79])[O:62][C@@H:61]3[CH2:80][OH:81], predict the reactants needed to synthesize it. The reactants are: [OH:1][C:2]([CH:4]([C:6]1[CH:15]=[CH:14][C:9]([CH2:10][CH:11]([CH3:13])[CH3:12])=[CH:8][CH:7]=1)[CH3:5])=[O:3].[CH2:16]([OH:92])[C@H:17]1[O:22][C@@H:21]2[O:23][C@H:24]3[C@H:29]([OH:30])[C@@H:28]([OH:31])[C@@H:27]([O:32][C@H:33]4[C@H:38]([OH:39])[C@@H:37]([OH:40])[C@@H:36]([O:41][C@H:42]5[C@H:47]([OH:48])[C@@H:46]([OH:49])[C@@H:45]([O:50][C@H:51]6[C@H:56]([OH:57])[C@@H:55]([OH:58])[C@@H:54]([O:59][C@H:60]7[C@H:65]([OH:66])[C@@H:64]([OH:67])[C@@H:63]([O:68][C@H:69]8[C@H:75]([OH:76])[C@@H:74]([OH:77])[C@@H:72]([O:73][C@H:18]1[C@H:19]([OH:91])[C@H:20]2[OH:90])[O:71][C@@H:70]8[CH2:78][OH:79])[O:62][C@@H:61]7[CH2:80][OH:81])[O:53][C@@H:52]6[CH2:82][OH:83])[O:44][C@@H:43]5[CH2:84][OH:85])[O:35][C@@H:34]4[CH2:86][OH:87])[O:26][C@@H:25]3[CH2:88][OH:89].O. (6) Given the product [CH2:11]([N:1]1[C:15](=[O:16])[C:14]2[C:18](=[CH:19][CH:20]=[CH:21][CH:13]=2)[C:11]2[CH:10]=[C:5]([C:6]([O:8][CH3:9])=[O:7])[CH:4]=[CH:3][C:2]1=2)[CH2:2][CH2:3][CH3:4], predict the reactants needed to synthesize it. The reactants are: [NH2:1][C:2]1[CH:11]=[CH:10][C:5]([C:6]([O:8][CH3:9])=[O:7])=[CH:4][CH:3]=1.Br[C:13]1[CH:21]=[CH:20][CH:19]=[CH:18][C:14]=1[C:15](Cl)=[O:16]. (7) Given the product [Cl:1][C:2]1[C:13]([Cl:14])=[CH:12][C:5]([CH:6]=[O:7])=[C:4]([F:15])[CH:3]=1, predict the reactants needed to synthesize it. The reactants are: [Cl:1][C:2]1[C:13]([Cl:14])=[CH:12][C:5]([C:6](N(OC)C)=[O:7])=[C:4]([F:15])[CH:3]=1.[H-].[Al+3].[Li+].[H-].[H-].[H-].Cl. (8) Given the product [CH3:1][O:2][C:3]1[CH:4]=[C:5]2[C:10](=[CH:11][C:12]=1[O:13][CH3:14])[N:9]=[CH:8][CH:7]=[C:6]2[O:15][C:16]1[CH:22]=[CH:21][C:19]([NH:20][C:34]([NH:33][C:28]2[CH:29]=[CH:30][CH:31]=[CH:32][C:27]=2[O:26][CH3:25])=[O:35])=[C:18]([CH3:23])[C:17]=1[CH3:24], predict the reactants needed to synthesize it. The reactants are: [CH3:1][O:2][C:3]1[CH:4]=[C:5]2[C:10](=[CH:11][C:12]=1[O:13][CH3:14])[N:9]=[CH:8][CH:7]=[C:6]2[O:15][C:16]1[CH:22]=[CH:21][C:19]([NH2:20])=[C:18]([CH3:23])[C:17]=1[CH3:24].[CH3:25][O:26][C:27]1[CH:32]=[CH:31][CH:30]=[CH:29][C:28]=1[N:33]=[C:34]=[O:35].CO. (9) Given the product [CH3:13][N:14]1[CH:18]=[CH:17][N:16]=[C:15]1[CH2:19][N:22]([CH2:21][C:7]1[CH:6]=[CH:5][C:4]([C:3]([OH:2])=[O:12])=[CH:9][CH:8]=1)[CH2:19][C:15]1[N:14]([CH3:13])[CH:25]=[CH:26][N:16]=1, predict the reactants needed to synthesize it. The reactants are: C[O:2][C:3](=[O:12])[C:4]1[CH:9]=[CH:8][CH:7]=[CH:6][C:5]=1CN.[CH3:13][N:14]1[CH:18]=[CH:17][N:16]=[C:15]1[CH:19]=O.[C:21]([BH3-])#[N:22].[Na+].[C:25](O)(=O)[CH3:26]. (10) Given the product [CH2:1]([O:3][C:4](=[O:12])[C:5](=[N:13][OH:14])[C:6](=[O:11])[C:7]([F:10])([F:8])[F:9])[CH3:2], predict the reactants needed to synthesize it. The reactants are: [CH2:1]([O:3][C:4](=[O:12])[CH2:5][C:6](=[O:11])[C:7]([F:10])([F:9])[F:8])[CH3:2].[N:13]([O-])=[O:14].[Na+].O.